Predict the reaction yield, written as a fraction of the theoretical maximum amount of product (1.0 means a 100% yield; for example, 0.34 means a 34% yield). From a dataset of Reaction yield outcomes from USPTO patents with 853,638 reactions. (1) The reactants are [N+:1]([C:4]1[CH:5]=[C:6]([C:22]#[N:23])[NH:7][C:8]=1[C:9]1[CH:10]=[CH:11][C:12]2[NH:17][C:16](=[O:18])[O:15][C:14]([CH3:20])([CH3:19])[C:13]=2[CH:21]=1)([O-])=O.[Cl-].[NH4+].O. The catalyst is C(O)C.O.[Zn]. The product is [NH2:1][C:4]1[CH:5]=[C:6]([C:22]#[N:23])[NH:7][C:8]=1[C:9]1[CH:10]=[CH:11][C:12]2[NH:17][C:16](=[O:18])[O:15][C:14]([CH3:19])([CH3:20])[C:13]=2[CH:21]=1. The yield is 0.800. (2) The reactants are NC1(C2C=CC(C3C(=O)C4C(=CC=C(F)C=4)OC=3C3C=CC=CC=3)=CC=2)CCC1.C(OC(=O)[NH:36][C:37]1([C:41]2[CH:46]=[CH:45][C:44]([C:47]3[C:56](=[O:57])[C:55]4[C:50](=[C:51]([C:58]5[CH:59]=[N:60][CH:61]=[CH:62][CH:63]=5)[CH:52]=[CH:53][CH:54]=4)[O:49][C:48]=3[C:64]3[CH:69]=[CH:68][CH:67]=[CH:66][CH:65]=3)=[CH:43][CH:42]=2)[CH2:40][CH2:39][CH2:38]1)(C)(C)C. No catalyst specified. The product is [NH2:36][C:37]1([C:41]2[CH:42]=[CH:43][C:44]([C:47]3[C:56](=[O:57])[C:55]4[C:50](=[C:51]([C:58]5[CH:59]=[N:60][CH:61]=[CH:62][CH:63]=5)[CH:52]=[CH:53][CH:54]=4)[O:49][C:48]=3[C:64]3[CH:69]=[CH:68][CH:67]=[CH:66][CH:65]=3)=[CH:45][CH:46]=2)[CH2:40][CH2:39][CH2:38]1. The yield is 0.110.